This data is from Cav3 T-type calcium channel HTS with 100,875 compounds. The task is: Binary Classification. Given a drug SMILES string, predict its activity (active/inactive) in a high-throughput screening assay against a specified biological target. (1) The compound is O(CC(=O)c1cc([N+]([O-])=O)c(cc1)C)C(=O)c1ccc(NC(=O)C)cc1. The result is 0 (inactive). (2) The result is 0 (inactive). The compound is ClC=1c2c(CCC1/C=N\OCc1ccc(cc1)C)cccc2. (3) The drug is Clc1ccc(OCC(=O)NCc2oc(SCC(=O)NC3CCCC3)nn2)cc1. The result is 0 (inactive). (4) The drug is O(C(CC)C(=O)c1ccccc1)c1nc2c(nc1c1c(NC(=O)C)cccc1)cccc2. The result is 0 (inactive). (5) The compound is o1nc(c(c2cc3c([nH]cnc3=O)cc2)c1C)C. The result is 0 (inactive). (6) The drug is O(C(=O)C1CCCN(C1)c1nc2c(nc1C(C(OCC)=O)C#N)cccc2)CC. The result is 0 (inactive). (7) The drug is O=C(N(CC(=O)NCc1ccccc1)c1cc(ccc1)C)Cn1nc(nn1)c1oc(cc1)C. The result is 0 (inactive). (8) The compound is O(c1cc(N\C(Nc2nc(cc(n2)C)C)=N\C(=O)C(C)C)ccc1OC)C. The result is 0 (inactive).